Dataset: NCI-60 drug combinations with 297,098 pairs across 59 cell lines. Task: Regression. Given two drug SMILES strings and cell line genomic features, predict the synergy score measuring deviation from expected non-interaction effect. (1) Drug 1: C1=C(C(=O)NC(=O)N1)F. Drug 2: COCCOC1=C(C=C2C(=C1)C(=NC=N2)NC3=CC=CC(=C3)C#C)OCCOC. Cell line: HCT116. Synergy scores: CSS=69.0, Synergy_ZIP=3.95, Synergy_Bliss=3.79, Synergy_Loewe=0.879, Synergy_HSA=7.11. (2) Synergy scores: CSS=8.30, Synergy_ZIP=2.99, Synergy_Bliss=8.84, Synergy_Loewe=8.02, Synergy_HSA=8.01. Drug 2: CC1C(C(=O)NC(C(=O)N2CCCC2C(=O)N(CC(=O)N(C(C(=O)O1)C(C)C)C)C)C(C)C)NC(=O)C3=C4C(=C(C=C3)C)OC5=C(C(=O)C(=C(C5=N4)C(=O)NC6C(OC(=O)C(N(C(=O)CN(C(=O)C7CCCN7C(=O)C(NC6=O)C(C)C)C)C)C(C)C)C)N)C. Drug 1: CN1CCC(CC1)COC2=C(C=C3C(=C2)N=CN=C3NC4=C(C=C(C=C4)Br)F)OC. Cell line: NCIH23. (3) Drug 1: CC(CN1CC(=O)NC(=O)C1)N2CC(=O)NC(=O)C2. Drug 2: COC1=CC(=CC(=C1O)OC)C2C3C(COC3=O)C(C4=CC5=C(C=C24)OCO5)OC6C(C(C7C(O6)COC(O7)C8=CC=CS8)O)O. Cell line: MALME-3M. Synergy scores: CSS=32.6, Synergy_ZIP=-4.50, Synergy_Bliss=5.51, Synergy_Loewe=-27.6, Synergy_HSA=6.96. (4) Drug 1: CC1=C2C(C(=O)C3(C(CC4C(C3C(C(C2(C)C)(CC1OC(=O)C(C(C5=CC=CC=C5)NC(=O)OC(C)(C)C)O)O)OC(=O)C6=CC=CC=C6)(CO4)OC(=O)C)OC)C)OC. Drug 2: CC(C1=C(C=CC(=C1Cl)F)Cl)OC2=C(N=CC(=C2)C3=CN(N=C3)C4CCNCC4)N. Cell line: MDA-MB-231. Synergy scores: CSS=29.9, Synergy_ZIP=-3.93, Synergy_Bliss=-6.99, Synergy_Loewe=-14.9, Synergy_HSA=-5.10. (5) Drug 1: CN1C(=O)N2C=NC(=C2N=N1)C(=O)N. Drug 2: CN(C(=O)NC(C=O)C(C(C(CO)O)O)O)N=O. Cell line: SR. Synergy scores: CSS=37.0, Synergy_ZIP=-2.83, Synergy_Bliss=5.37, Synergy_Loewe=-17.6, Synergy_HSA=7.45. (6) Drug 1: CC=C1C(=O)NC(C(=O)OC2CC(=O)NC(C(=O)NC(CSSCCC=C2)C(=O)N1)C(C)C)C(C)C. Drug 2: CNC(=O)C1=NC=CC(=C1)OC2=CC=C(C=C2)NC(=O)NC3=CC(=C(C=C3)Cl)C(F)(F)F. Cell line: EKVX. Synergy scores: CSS=11.0, Synergy_ZIP=-2.54, Synergy_Bliss=-3.74, Synergy_Loewe=5.66, Synergy_HSA=-2.02.